From a dataset of Forward reaction prediction with 1.9M reactions from USPTO patents (1976-2016). Predict the product of the given reaction. (1) Given the reactants [Br:1][C:2]1[CH:10]=[CH:9][CH:8]=[C:7]2[C:3]=1[CH:4]=[N:5][NH:6]2.[CH2:11](Br)[C:12]1[CH:17]=[CH:16][CH:15]=[CH:14][CH:13]=1.CN(C=O)C, predict the reaction product. The product is: [CH2:11]([N:5]1[CH:4]=[C:3]2[C:7]([CH:8]=[CH:9][CH:10]=[C:2]2[Br:1])=[N:6]1)[C:12]1[CH:17]=[CH:16][CH:15]=[CH:14][CH:13]=1. (2) Given the reactants Br[C:2]1[CH:3]=[CH:4][C:5]2[CH2:10][O:9][CH2:8][N:7]([S:11]([C:14]3[CH:19]=[C:18]([Cl:20])[CH:17]=[CH:16][C:15]=3[O:21][CH3:22])(=[O:13])=[O:12])[C:6]=2[CH:23]=1.C(N(CC)CC)C.[C:31]([O:34][CH2:35]C)(=[O:33])C, predict the reaction product. The product is: [CH3:35][O:34][C:31]([C:2]1[CH:3]=[CH:4][C:5]2[CH2:10][O:9][CH2:8][N:7]([S:11]([C:14]3[CH:19]=[C:18]([Cl:20])[CH:17]=[CH:16][C:15]=3[O:21][CH3:22])(=[O:13])=[O:12])[C:6]=2[CH:23]=1)=[O:33]. (3) Given the reactants C[O:2][C:3](=[O:16])[CH2:4][O:5][C:6]1[CH:11]=[C:10]([O:12][CH3:13])[C:9]([SH:14])=[CH:8][C:7]=1[CH3:15].Br[C:18]1[CH:23]=[CH:22][C:21]([Cl:24])=[C:20]([Cl:25])[CH:19]=1, predict the reaction product. The product is: [Cl:25][C:20]1[CH:19]=[C:18]([C:10]2[CH:9]=[CH:8][C:7]([CH2:15][S:14][C:9]3[C:10]([O:12][CH3:13])=[CH:11][C:6]([O:5][CH2:4][C:3]([OH:2])=[O:16])=[C:7]([CH3:15])[CH:8]=3)=[CH:6][CH:11]=2)[CH:23]=[CH:22][C:21]=1[Cl:24].